From a dataset of Full USPTO retrosynthesis dataset with 1.9M reactions from patents (1976-2016). Predict the reactants needed to synthesize the given product. Given the product [Br:6][C:7]1[C:18]([CH3:19])=[CH:17][C:10]([O:11][C@@H:12]2[CH2:15][C@H:14]([NH:16][S:2]([CH3:1])(=[O:4])=[O:3])[CH2:13]2)=[CH:9][C:8]=1[CH3:20], predict the reactants needed to synthesize it. The reactants are: [CH3:1][S:2](Cl)(=[O:4])=[O:3].[Br:6][C:7]1[C:18]([CH3:19])=[CH:17][C:10]([O:11][C@@H:12]2[CH2:15][C@H:14]([NH2:16])[CH2:13]2)=[CH:9][C:8]=1[CH3:20].C(N(CC)CC)C.